This data is from TCR-epitope binding with 47,182 pairs between 192 epitopes and 23,139 TCRs. The task is: Binary Classification. Given a T-cell receptor sequence (or CDR3 region) and an epitope sequence, predict whether binding occurs between them. The TCR CDR3 sequence is CASSYALGTSVYNEQFF. The epitope is YFPLQSYGF. Result: 0 (the TCR does not bind to the epitope).